This data is from NCI-60 drug combinations with 297,098 pairs across 59 cell lines. The task is: Regression. Given two drug SMILES strings and cell line genomic features, predict the synergy score measuring deviation from expected non-interaction effect. (1) Drug 1: CN(CCCl)CCCl.Cl. Drug 2: C1C(C(OC1N2C=NC3=C2NC=NCC3O)CO)O. Cell line: MALME-3M. Synergy scores: CSS=9.62, Synergy_ZIP=-4.79, Synergy_Bliss=0.836, Synergy_Loewe=-3.66, Synergy_HSA=0.641. (2) Drug 1: C1CC(=O)NC(=O)C1N2CC3=C(C2=O)C=CC=C3N. Drug 2: C1=NNC2=C1C(=O)NC=N2. Cell line: LOX IMVI. Synergy scores: CSS=11.0, Synergy_ZIP=-4.02, Synergy_Bliss=-3.46, Synergy_Loewe=0.732, Synergy_HSA=0.778. (3) Drug 1: CC1=CC=C(C=C1)C2=CC(=NN2C3=CC=C(C=C3)S(=O)(=O)N)C(F)(F)F. Drug 2: CC=C1C(=O)NC(C(=O)OC2CC(=O)NC(C(=O)NC(CSSCCC=C2)C(=O)N1)C(C)C)C(C)C. Cell line: K-562. Synergy scores: CSS=54.3, Synergy_ZIP=0.0900, Synergy_Bliss=-2.16, Synergy_Loewe=-57.8, Synergy_HSA=-4.52.